From a dataset of Full USPTO retrosynthesis dataset with 1.9M reactions from patents (1976-2016). Predict the reactants needed to synthesize the given product. (1) The reactants are: [C:1]([N:4]1[C:13]2[C:8](=[CH:9][C:10]([N:14]([C:19](=O)[CH3:20])[CH2:15][C:16](=O)[CH3:17])=[CH:11][CH:12]=2)[C@H:7]([NH:22][C:23](=[O:28])[O:24][CH:25]([CH3:27])[CH3:26])[CH2:6][C@@H:5]1[CH3:29])(=[O:3])[CH3:2].C([O-])(=O)C.[NH4+:34].C(O)(=O)C.[OH-].[Na+]. Given the product [C:1]([N:4]1[C:13]2[C:8](=[CH:9][C:10]([N:14]3[CH:15]=[C:16]([CH3:17])[N:34]=[C:19]3[CH3:20])=[CH:11][CH:12]=2)[C@H:7]([NH:22][C:23](=[O:28])[O:24][CH:25]([CH3:26])[CH3:27])[CH2:6][C@@H:5]1[CH3:29])(=[O:3])[CH3:2], predict the reactants needed to synthesize it. (2) The reactants are: C[O:2][C:3](=[O:24])[C:4]([NH2:23])([C:15]([C:17]1[CH:18]=[N:19][CH:20]=[CH:21][CH:22]=1)=[O:16])[CH2:5][C:6]1[C:14]2[C:9](=[CH:10][CH:11]=[CH:12][CH:13]=2)[NH:8][CH:7]=1.C1COCC1.[Li+].[OH-].Cl. Given the product [NH:8]1[C:9]2[C:14](=[CH:13][CH:12]=[CH:11][CH:10]=2)[C:6]([CH2:5][C:4]([NH2:23])([C:15]([C:17]2[CH:18]=[N:19][CH:20]=[CH:21][CH:22]=2)=[O:16])[C:3]([OH:24])=[O:2])=[CH:7]1, predict the reactants needed to synthesize it. (3) Given the product [NH2:26][C:27]1[C:28]([C:34]([NH:11][C:10]2[CH:5]=[N:6][CH:7]=[CH:8][C:9]=2[N:12]2[CH2:17][CH2:16][CH2:15][CH:14]([O:18][Si:19]([C:22]([CH3:23])([CH3:24])[CH3:25])([CH3:21])[CH3:20])[CH2:13]2)=[O:35])=[N:29][C:30]([Br:33])=[CH:31][CH:32]=1, predict the reactants needed to synthesize it. The reactants are: C([C:5]1[C:10]([NH2:11])=[C:9]([N:12]2[CH2:17][CH2:16][CH2:15][CH:14]([O:18][Si:19]([C:22]([CH3:25])([CH3:24])[CH3:23])([CH3:21])[CH3:20])[CH2:13]2)[CH:8]=[CH:7][N:6]=1)(C)(C)C.[NH2:26][C:27]1[C:28]([C:34](O)=[O:35])=[N:29][C:30]([Br:33])=[CH:31][CH:32]=1. (4) Given the product [Cl:34][C:35]1[CH:40]=[CH:39][C:38]([N:28]2[C:13]3=[N:14][CH:15]=[C:16]([O:18][CH2:19][CH2:20][CH2:21][N:22]4[CH2:26][CH2:25][CH2:24][C@H:23]4[CH3:27])[CH:17]=[C:12]3[CH:11]=[C:10]2[C:8]([N:5]2[CH2:6][CH2:7][C:2]([F:33])([F:1])[CH2:3][CH2:4]2)=[O:9])=[CH:37][CH:36]=1, predict the reactants needed to synthesize it. The reactants are: [F:1][C:2]1([F:33])[CH2:7][CH2:6][N:5]([C:8]([C:10]2[N:28](S(C)(=O)=O)[C:13]3=[N:14][CH:15]=[C:16]([O:18][CH2:19][CH2:20][CH2:21][N:22]4[CH2:26][CH2:25][CH2:24][C@H:23]4[CH3:27])[CH:17]=[C:12]3[CH:11]=2)=[O:9])[CH2:4][CH2:3]1.[Cl:34][C:35]1[CH:40]=[CH:39][C:38](B(O)O)=[CH:37][CH:36]=1.N1C=CC=CC=1. (5) Given the product [CH2:10]([O:8][C:7](=[O:9])[C@H:2]([CH2:3][CH:4]([CH3:6])[CH3:5])[NH2:1])[CH2:11][CH2:12][CH2:13][CH2:14][CH2:15][CH2:16][CH3:17], predict the reactants needed to synthesize it. The reactants are: [NH2:1][C@H:2]([C:7]([OH:9])=[O:8])[CH2:3][CH:4]([CH3:6])[CH3:5].[CH2:10](O)[CH2:11][CH2:12][CH2:13][CH2:14][CH2:15][CH2:16][CH3:17]. (6) Given the product [CH:23]1([C:19]2[CH:20]=[C:21]([CH3:22])[C:16]([N:13]3[CH2:14][CH2:15][N:10]([C:8]([C:5]4[CH:4]=[CH:3][C:2]([N:29]5[CH:30]([CH3:33])[C:31](=[O:32])[N:27]([CH3:26])[C:28]5=[O:34])=[N:7][CH:6]=4)=[O:9])[CH2:11][CH2:12]3)=[N:17][CH:18]=2)[CH2:25][CH2:24]1, predict the reactants needed to synthesize it. The reactants are: Br[C:2]1[N:7]=[CH:6][C:5]([C:8]([N:10]2[CH2:15][CH2:14][N:13]([C:16]3[C:21]([CH3:22])=[CH:20][C:19]([CH:23]4[CH2:25][CH2:24]4)=[CH:18][N:17]=3)[CH2:12][CH2:11]2)=[O:9])=[CH:4][CH:3]=1.[CH3:26][N:27]1[C:31](=[O:32])[CH:30]([CH3:33])[NH:29][C:28]1=[O:34]. (7) Given the product [CH3:18][C:17]([CH3:19])([CH3:20])[CH2:16][N:15]1[C:10]2[C:11](=[N:12][C:7]([C:5]3[CH:4]4[CH2:23][CH2:24][CH:1]([CH:6]=3)[N:2]([S:35]([CH3:34])(=[O:37])=[O:36])[CH2:3]4)=[CH:8][CH:9]=2)[N:13]([CH3:22])[C:14]1=[O:21], predict the reactants needed to synthesize it. The reactants are: [CH:1]12[CH2:24][CH2:23][CH:4]([C:5]([C:7]3[N:12]=[C:11]4[N:13]([CH3:22])[C:14](=[O:21])[N:15]([CH2:16][C:17]([CH3:20])([CH3:19])[CH3:18])[C:10]4=[CH:9][CH:8]=3)=[CH:6]1)[CH2:3][NH:2]2.CCN(C(C)C)C(C)C.[CH3:34][S:35](Cl)(=[O:37])=[O:36]. (8) Given the product [F:17][C:14]1[CH:15]=[CH:16][C:9]2[NH:8][C:7](=[O:18])[CH2:6][C:5]3[CH:4]=[N:24][C:20]([CH2:21][CH2:22][CH3:23])=[N:25][C:11]=3[C:10]=2[CH:13]=1, predict the reactants needed to synthesize it. The reactants are: CN([CH:4]=[C:5]1[C:11](=O)[C:10]2[CH:13]=[C:14]([F:17])[CH:15]=[CH:16][C:9]=2[NH:8][C:7](=[O:18])[CH2:6]1)C.Cl.[C:20]([NH2:25])(=[NH:24])[CH2:21][CH2:22][CH3:23].